This data is from Reaction yield outcomes from USPTO patents with 853,638 reactions. The task is: Predict the reaction yield, written as a fraction of the theoretical maximum amount of product (1.0 means a 100% yield; for example, 0.34 means a 34% yield). The reactants are [C:1]([O:5][C:6](=[O:18])[CH2:7][CH2:8][C:9]1[CH:14]=[CH:13][C:12]([OH:15])=[CH:11][C:10]=1[CH2:16][NH2:17])([CH3:4])([CH3:3])[CH3:2].C(N(CC)CC)C.[C:26](Cl)(=[O:33])[C:27]1[CH:32]=[CH:31][CH:30]=[CH:29][CH:28]=1. The catalyst is C(Cl)Cl. The product is [C:1]([O:5][C:6](=[O:18])[CH2:7][CH2:8][C:9]1[CH:14]=[CH:13][C:12]([OH:15])=[CH:11][C:10]=1[CH2:16][NH:17][C:26](=[O:33])[C:27]1[CH:32]=[CH:31][CH:30]=[CH:29][CH:28]=1)([CH3:4])([CH3:2])[CH3:3]. The yield is 0.640.